From a dataset of Experimentally validated miRNA-target interactions with 360,000+ pairs, plus equal number of negative samples. Binary Classification. Given a miRNA mature sequence and a target amino acid sequence, predict their likelihood of interaction. (1) The miRNA is hsa-miR-1343-3p with sequence CUCCUGGGGCCCGCACUCUCGC. The protein sequence of the target gene is MFTIKLLLFIVPLVISSRIDQDNSSFDSLSPEPKSRFAMLDDVKILANGLLQLGHGLKDFVHKTKGQINDIFQKLNIFDQSFYDLSLQTSEIKEEEKELRRTTYKLQVKNEEVKNMSLELNSKLESLLEEKILLQQKVKYLEEQLTNLIQNQPETPEHPEVTSLKTFVEKQDNSIKDLLQTVEDQYKQLNQQHSQIKEIENQLRRTSIQEPTEISLSSKPRAPRTTPFLQLNEIRNVKHDGIPAECTTIYNRGEHTSGMYAIRPSNSQVFHVYCDVISGSPWTLIQHRIDGSQNFNETWE.... Result: 1 (interaction). (2) The miRNA is hsa-miR-6727-3p with sequence UCCUGCCACCUCCUCCGCAG. Result: 0 (no interaction). The protein sequence of the target gene is MAQALLVPPGPESFRLFTRESLAAIEKRAAEEKAKKPKKEQDIDDENKPKPNSDLEAGKNLPFIYGDIPPEMVSEPLEDLDPYYVSKKTFVVLNKGKAIFRFSATSALYILTPLNPVRKIAIKILVHSLFSMLIMCTILTNCVFMTLSNPPDWTKNVEYTFTGIYTFESLIKILARGFCLEDFTFLRDPWNWLDFSVIVMAYVTEFVDLGNVSALRTFRVLRALKTISVIPGLKTIVGALIQSVKKLSDVMILTVFCLSVFALIGLQLFMGNLRNKCSQWPPSDSAFETNTTSYFNGTMD.... (3) The protein sequence of the target gene is MSQGSVTFRDVAIDFSQEEWKWLQPAQRDLYRCVMLENYGHLVSLGLSISKPDVVSLLEQGKEPWLGKREVKRDLFSVSESSGEIKDFSPKNVIYDDSSQYLIMERILSQGPVYSSFKGGWKCKDHTEMLQENQGCIRKVTVSHQEALAQHMNISTVERPYGCHECGKTFGRRFSLVLHQRTHTGEKPYACKECGKTFSQISNLVKHQMIHTGKKPHECKDCNKTFSYLSFLIEHQRTHTGEKPYECTECGKAFSRASNLTRHQRIHIGKKQYICRKCGKAFSSGSELIRHQITHTGEKP.... The miRNA is hsa-miR-26b-5p with sequence UUCAAGUAAUUCAGGAUAGGU. Result: 1 (interaction). (4) The miRNA is hsa-miR-4768-5p with sequence AUUCUCUCUGGAUCCCAUGGAU. The protein sequence of the target gene is MALRAGLVLGFHTLMTLLSPQEAGATKADHMGSYGPAFYQSYGASGQFTHEFDEEQLFSVDLKKSEAVWRLPEFGDFARFDPQGGLAGIAAIKAHLDILVERSNRSRAINVPPRVTVLPKSRVELGQPNILICIVDNIFPPVINITWLRNGQTVTEGVAQTSFYSQPDHLFRKFHYLPFVPSAEDVYDCQVEHWGLDAPLLRHWELQVPIPPPDAMETLVCALGLAIGLVGFLVGTVLIIMGTYVSSVPR. Result: 1 (interaction). (5) The miRNA is mmu-miR-181a-5p with sequence AACAUUCAACGCUGUCGGUGAGU. The protein sequence of the target gene is MSRKIQGGSVVEMQGDEMTRIIWELIKEKLILPYVELDLHSYDLGIENRDATNDQVTKDAAEAIKKYNVGVKCATITPDEKRVEEFKLKQMWKSPNGTIRNILGGTVFREAIICKNIPRLVTGWVKPIIIGRHAYGDQYRATDFVVPGPGKVEITYTPKDGTQKVTYMVHDFEEGGGVAMGMYNQDKSIEDFAHSSFQMALSKGWPLYLSTKNTILKKYDGRFKDIFQEIYDKKYKSQFEAQKICYEHRLIDDMVAQAMKSEGGFIWACKNYDGDVQSDSVAQGYGSLGMMTSVLICPDG.... Result: 1 (interaction). (6) The miRNA is hsa-miR-5706 with sequence UUCUGGAUAACAUGCUGAAGCU. The protein sequence of the target gene is MPEDGAGDGGEVPALIPDGEPLREEQRPLKQSLGSSLCRESHWKCLLLTLLIHACGAVVAWCRLATVPRLVLGPEAALARGAGGPPPTYPASPCSDGYLYIPLAFVSLLYLLYLAECWHCHVRSCQAPRTDAHTVLALIRRLQQAPPCVWWKATSYHYVRRTRQITRYRNGDAYTTTQVYHERADSRTARGEFDYSAHGVRDVSKELVGLAEHAATRLRFTKCFSFGSAEAEASYLTQRARFFSANEGLDDYLEAREGMHLKDVDFRESLMVFADPRSPPWYARAWVFWLVSAATLSWPL.... Result: 1 (interaction). (7) The miRNA is hsa-miR-6858-5p with sequence GUGAGGAGGGGCUGGCAGGGAC. The protein sequence of the target gene is MELSAVGERVFAAESIIKRRIRKGRIEYLVKWKGWAIKYSTWEPEENILDSRLIAAFEQKERERELYGPKKRGPKPKTFLLKARAQAEALRISDVHFSVKPSASASSPKLHSSAAVHRLKKDIRRCHRMSRRPLPRPDPQGGSPGLRPPISPFSETVRIINRKVKPREPKRNRIILNLKVIDKGPGGGSTAQGTGALARPKVPSRNRVIGKSKKFSESMLRTQIRHMKFGTFALYKPPPAPLAPSTAGKADVASSGPGLLLATPAAAPFDAHSSSSSGCPSPTLQSSDPDDAPPKLLPET.... Result: 0 (no interaction).